This data is from NCI-60 drug combinations with 297,098 pairs across 59 cell lines. The task is: Regression. Given two drug SMILES strings and cell line genomic features, predict the synergy score measuring deviation from expected non-interaction effect. Drug 1: C1=CN(C(=O)N=C1N)C2C(C(C(O2)CO)O)O.Cl. Drug 2: CCCCC(=O)OCC(=O)C1(CC(C2=C(C1)C(=C3C(=C2O)C(=O)C4=C(C3=O)C=CC=C4OC)O)OC5CC(C(C(O5)C)O)NC(=O)C(F)(F)F)O. Cell line: M14. Synergy scores: CSS=56.8, Synergy_ZIP=-3.40, Synergy_Bliss=-4.14, Synergy_Loewe=-13.5, Synergy_HSA=-1.07.